From a dataset of Full USPTO retrosynthesis dataset with 1.9M reactions from patents (1976-2016). Predict the reactants needed to synthesize the given product. (1) Given the product [Br-:23].[OH:10][C:9]([C:17]1[CH:22]=[CH:21][CH:20]=[CH:19][CH:18]=1)([C:11]1[CH:12]=[CH:13][CH:14]=[CH:15][CH:16]=1)[C:4]12[CH2:5][CH2:6][N+:1]([CH2:24][CH2:25][O:26][CH2:27][C:28]3[CH:37]=[CH:36][C:35]4[C:30](=[CH:31][CH:32]=[CH:33][CH:34]=4)[CH:29]=3)([CH2:2][CH2:3]1)[CH2:8][CH2:7]2, predict the reactants needed to synthesize it. The reactants are: [N:1]12[CH2:8][CH2:7][C:4]([C:9]([C:17]3[CH:22]=[CH:21][CH:20]=[CH:19][CH:18]=3)([C:11]3[CH:16]=[CH:15][CH:14]=[CH:13][CH:12]=3)[OH:10])([CH2:5][CH2:6]1)[CH2:3][CH2:2]2.[Br:23][CH2:24][CH2:25][O:26][CH2:27][C:28]1[CH:37]=[CH:36][C:35]2[C:30](=[CH:31][CH:32]=[CH:33][CH:34]=2)[CH:29]=1. (2) Given the product [CH2:18]([O:1][C:2]1[CH:10]=[CH:9][C:8]([O:11][CH2:2][CH:3]([CH3:7])[CH3:4])=[CH:7][C:3]=1[C:4]([O:6][CH2:18][CH:19]([CH3:21])[CH3:20])=[O:5])[CH:19]([CH3:21])[CH3:20], predict the reactants needed to synthesize it. The reactants are: [OH:1][C:2]1[CH:10]=[CH:9][C:8]([OH:11])=[CH:7][C:3]=1[C:4]([OH:6])=[O:5].C(=O)([O-])[O-].[K+].[K+].[CH2:18](Br)[CH:19]([CH3:21])[CH3:20].Cl. (3) Given the product [CH2:1]([C:3]1[CH:8]=[CH:7][C:6]([C@H:9]2[CH2:14][C@@H:13]([C:15]([F:18])([F:17])[F:16])[N:12]3[N:19]=[CH:20][C:21]([C:22]([NH:63][CH2:62][C:61]4[CH:64]=[CH:65][C:66]([CH3:67])=[C:59]([F:58])[CH:60]=4)=[O:24])=[C:11]3[NH:10]2)=[CH:5][CH:4]=1)[CH3:2], predict the reactants needed to synthesize it. The reactants are: [CH2:1]([C:3]1[CH:8]=[CH:7][C:6]([C@H:9]2[CH2:14][C@@H:13]([C:15]([F:18])([F:17])[F:16])[N:12]3[N:19]=[CH:20][C:21]([C:22]([OH:24])=O)=[C:11]3[NH:10]2)=[CH:5][CH:4]=1)[CH3:2].CN(C(ON1N=NC2C=CC=NC1=2)=[N+](C)C)C.F[P-](F)(F)(F)(F)F.C(N(CC)C(C)C)(C)C.[F:58][C:59]1[CH:60]=[C:61]([CH:64]=[CH:65][C:66]=1[CH3:67])[CH2:62][NH2:63].